From a dataset of Catalyst prediction with 721,799 reactions and 888 catalyst types from USPTO. Predict which catalyst facilitates the given reaction. Reactant: [CH3:1][C:2]1[CH:14]=[C:13]([C:15]2[CH2:19][C@:18]([C:24]3[CH:29]=[C:28]([Cl:30])[C:27]([Cl:31])=[C:26]([Cl:32])[CH:25]=3)([C:20]([F:23])([F:22])[F:21])[O:17][N:16]=2)[CH:12]=[CH:11][C:3]=1[C:4]([NH:6][CH:7]1[CH2:10][S:9][CH2:8]1)=[O:5].C1C=C(Cl)C=C(C(OO)=[O:41])C=1.[O-]S([O-])(=S)=O.[Na+].[Na+]. Product: [CH3:1][C:2]1[CH:14]=[C:13]([C:15]2[CH2:19][C@:18]([C:24]3[CH:29]=[C:28]([Cl:30])[C:27]([Cl:31])=[C:26]([Cl:32])[CH:25]=3)([C:20]([F:21])([F:22])[F:23])[O:17][N:16]=2)[CH:12]=[CH:11][C:3]=1[C:4]([NH:6][CH:7]1[CH2:8][S+:9]([O-:41])[CH2:10]1)=[O:5]. The catalyst class is: 4.